From a dataset of Catalyst prediction with 721,799 reactions and 888 catalyst types from USPTO. Predict which catalyst facilitates the given reaction. (1) Product: [N+:18]([C:21]1[CH:26]=[C:25]([S:27]([C:30]([F:33])([F:32])[F:31])(=[O:29])=[O:28])[CH:24]=[CH:23][C:22]=1[O:14][C:6]1[CH:7]=[C:8]([CH:3]=[C:4]([O:15][C:22]2[CH:23]=[CH:24][C:25]([S:27]([C:30]([F:32])([F:33])[F:31])(=[O:29])=[O:28])=[CH:26][C:21]=2[N+:18]([O-:20])=[O:19])[CH:5]=1)[C:9]([NH2:11])=[O:10])([O-:20])=[O:19]. Reactant: C([C:3]1[C:8]([C:9]([NH2:11])=[O:10])=[C:7](CC)[C:6]([OH:14])=[CH:5][C:4]=1[OH:15])C.[H-].[Na+].[N+:18]([C:21]1[CH:26]=[C:25]([S:27]([C:30]([F:33])([F:32])[F:31])(=[O:29])=[O:28])[CH:24]=[CH:23][C:22]=1Cl)([O-:20])=[O:19]. The catalyst class is: 1. (2) Reactant: [OH:1][NH:2][C:3](=[NH:24])[C:4]1[CH:5]=[CH:6][C:7]2[O:13][CH2:12][CH:11]([CH2:14][OH:15])[N:10]([C:16]([O:18][C:19]([CH3:22])([CH3:21])[CH3:20])=[O:17])[CH2:9][C:8]=2[CH:23]=1.[Cl:25][C:26]1[CH:27]=[C:28]([CH:32]=[CH:33][C:34]=1[O:35][CH:36]([CH3:38])[CH3:37])[C:29](O)=O.C1C=CC2N(O)N=NC=2C=1.C(Cl)CCl. Product: [Cl:25][C:26]1[CH:27]=[C:28]([C:29]2[O:1][N:2]=[C:3]([C:4]3[CH:5]=[CH:6][C:7]4[O:13][CH2:12][CH:11]([CH2:14][OH:15])[N:10]([C:16]([O:18][C:19]([CH3:21])([CH3:20])[CH3:22])=[O:17])[CH2:9][C:8]=4[CH:23]=3)[N:24]=2)[CH:32]=[CH:33][C:34]=1[O:35][CH:36]([CH3:37])[CH3:38]. The catalyst class is: 39. (3) Reactant: [N+:1]([CH:4]([CH2:11][CH2:12][CH2:13][CH2:14][CH2:15][CH2:16][CH2:17][CH2:18][CH2:19][CH2:20][CH2:21][CH2:22][CH2:23][CH2:24][CH2:25][CH2:26][CH3:27])[CH2:5][CH2:6][C:7]([O:9]C)=[O:8])([O-:3])=[O:2].[Li+].[OH-].Cl. Product: [N+:1]([CH:4]([CH2:11][CH2:12][CH2:13][CH2:14][CH2:15][CH2:16][CH2:17][CH2:18][CH2:19][CH2:20][CH2:21][CH2:22][CH2:23][CH2:24][CH2:25][CH2:26][CH3:27])[CH2:5][CH2:6][C:7]([OH:9])=[O:8])([O-:3])=[O:2]. The catalyst class is: 57.